This data is from Catalyst prediction with 721,799 reactions and 888 catalyst types from USPTO. The task is: Predict which catalyst facilitates the given reaction. (1) Reactant: S(=O)(=O)(O)[OH:2].CN(C=N[C:11]1[CH:12]=[N:13][C:14]([C:17]2[CH:18]=[C:19]([CH:24]=[CH:25][CH:26]=2)[C:20]([O:22]C)=[O:21])=[N:15][CH:16]=1)C. Product: [OH:2][C:11]1[CH:12]=[N:13][C:14]([C:17]2[CH:18]=[C:19]([CH:24]=[CH:25][CH:26]=2)[C:20]([OH:22])=[O:21])=[N:15][CH:16]=1. The catalyst class is: 6. (2) Reactant: [SH:1][CH2:2][CH2:3][N:4]([CH2:14][CH2:15][C:16]1[CH:21]=[CH:20][CH:19]=[CH:18][CH:17]=1)[C:5](=[O:13])[NH:6][C@H:7]1[CH2:12][CH2:11][O:10][C:8]1=[O:9].[OH-:22].[Li+]. Product: [OH:10][CH2:11][CH2:12][C@H:7]([NH:6][C:5]([N:4]([CH2:3][CH2:2][SH:1])[CH2:14][CH2:15][C:16]1[CH:21]=[CH:20][CH:19]=[CH:18][CH:17]=1)=[O:13])[C:8]([OH:22])=[O:9]. The catalyst class is: 5. (3) Reactant: C(OC([N:8]1[CH2:13][CH2:12][CH2:11][C@H:10]([C:14](=[O:43])[NH:15][C@H:16]([C:32]([C:34]2[S:35][C:36]3[CH:42]=[CH:41][CH:40]=[CH:39][C:37]=3[N:38]=2)=[O:33])[CH2:17][CH2:18][CH2:19][CH2:20][NH:21][C:22]([O:24][CH2:25][C:26]2[CH:31]=[CH:30][CH:29]=[CH:28][CH:27]=2)=[O:23])[CH2:9]1)=O)(C)(C)C.Cl.CCOC(C)=O. Product: [CH2:25]([O:24][C:22](=[O:23])[NH:21][CH2:20][CH2:19][CH2:18][CH2:17][C@H:16]([NH:15][C:14]([C@H:10]1[CH2:11][CH2:12][CH2:13][NH:8][CH2:9]1)=[O:43])[C:32]([C:34]1[S:35][C:36]2[CH:42]=[CH:41][CH:40]=[CH:39][C:37]=2[N:38]=1)=[O:33])[C:26]1[CH:27]=[CH:28][CH:29]=[CH:30][CH:31]=1. The catalyst class is: 425. (4) Reactant: [Br:1][C:2]1[C:11]([O:12][CH3:13])=[CH:10][CH:9]=[C:8]2[C:3]=1[CH:4]=[CH:5][N:6]=[C:7]2[O:14][CH:15]1[CH2:32][CH:31]2[N:17]([C:18](=[O:38])[N:19]([CH3:37])[CH2:20][CH2:21][CH2:22][CH2:23][CH:24]=[CH:25][CH:26]3[C:28]([C:34](O)=[O:35])([NH:29][C:30]2=[O:33])[CH2:27]3)[CH2:16]1.C(N1C=CN=C1)(N1C=CN=C1)=O.[CH:51]1([S:54]([NH2:57])(=[O:56])=[O:55])[CH2:53][CH2:52]1.C1CCN2C(=NCCC2)CC1. Product: [Br:1][C:2]1[C:11]([O:12][CH3:13])=[CH:10][CH:9]=[C:8]2[C:3]=1[CH:4]=[CH:5][N:6]=[C:7]2[O:14][CH:15]1[CH2:32][CH:31]2[N:17]([C:18](=[O:38])[N:19]([CH3:37])[CH2:20][CH2:21][CH2:22][CH2:23][CH:24]=[CH:25][CH:26]3[C:28]([C:34]([NH:57][S:54]([CH:51]4[CH2:53][CH2:52]4)(=[O:56])=[O:55])=[O:35])([NH:29][C:30]2=[O:33])[CH2:27]3)[CH2:16]1. The catalyst class is: 1. (5) Reactant: [CH3:1][C@@H:2]1[N:13]([CH3:14])[C:12](=[O:15])[C@H:11]([CH2:16][C:17]([O:19]C(C)(C)C)=O)[CH2:10][CH:9]=[CH:8][CH2:7][CH2:6][C:5](=[O:24])[O:4][C@@H:3]1[C:25]1[CH:30]=[CH:29][CH:28]=[CH:27][CH:26]=1.FC(F)(F)C(O)=O.C[C@@H]1N(C)C(=O)[C@H](CC(O)=O)CC=CCCC(=O)O[C@@H]1C1C=CC=CC=1.[Cl:64][C:65]1[CH:70]=[CH:69][C:68]([CH2:71][NH2:72])=[CH:67][CH:66]=1. Product: [Cl:64][C:65]1[CH:70]=[CH:69][C:68]([CH2:71][NH:72][C:17](=[O:19])[CH2:16][C@@H:11]2[CH2:10][CH:9]=[CH:8][CH2:7][CH2:6][C:5](=[O:24])[O:4][C@H:3]([C:25]3[CH:26]=[CH:27][CH:28]=[CH:29][CH:30]=3)[C@H:2]([CH3:1])[N:13]([CH3:14])[C:12]2=[O:15])=[CH:67][CH:66]=1. The catalyst class is: 512.